Dataset: Forward reaction prediction with 1.9M reactions from USPTO patents (1976-2016). Task: Predict the product of the given reaction. (1) Given the reactants Cl[C:2]1[N:11]=[C:10]([NH:12][CH2:13][CH:14]([C:21]2[CH:26]=[CH:25][CH:24]=[CH:23][CH:22]=2)[C:15]2[CH:20]=[CH:19][CH:18]=[CH:17][CH:16]=2)[C:9]2[C:4](=[CH:5][CH:6]=[CH:7][CH:8]=2)[N:3]=1.[NH:27]1[C:35]2[CH:34]=[CH:33][CH:32]=[C:31](B(O)O)[C:30]=2[CH:29]=[N:28]1.C(NC1C2C(=CC=CC=2)N=C(C2SC3C=CC=CC=3C=2)N=1)(C1C=CC=CC=1)C1C=CC=CC=1, predict the reaction product. The product is: [C:15]1([CH:14]([C:21]2[CH:26]=[CH:25][CH:24]=[CH:23][CH:22]=2)[CH2:13][NH:12][C:10]2[C:9]3[C:4](=[CH:5][CH:6]=[CH:7][CH:8]=3)[N:3]=[C:2]([C:31]3[CH:32]=[CH:33][CH:34]=[C:35]4[C:30]=3[CH:29]=[N:28][NH:27]4)[N:11]=2)[CH:20]=[CH:19][CH:18]=[CH:17][CH:16]=1. (2) Given the reactants FC(F)(F)C([N:5]([CH2:20][C:21]1[CH:26]=[C:25]([C:27](OCC)=[O:28])[CH:24]=[CH:23][N:22]=1)[CH2:6][C:7](=[O:19])[N:8]1[CH2:12][CH2:11][CH2:10][C@@H:9]1[CH2:13][N:14]1[CH2:18][CH2:17][CH2:16][CH2:15]1)=O.[BH4-].[Na+], predict the reaction product. The product is: [OH:28][CH2:27][C:25]1[CH:24]=[CH:23][N:22]=[C:21]([CH2:20][NH:5][CH2:6][C:7]([N:8]2[CH2:12][CH2:11][CH2:10][C@@H:9]2[CH2:13][N:14]2[CH2:15][CH2:16][CH2:17][CH2:18]2)=[O:19])[CH:26]=1. (3) Given the reactants [CH2:1]([N:3]1[C:11]2[C:6](=[CH:7][C:8]([C:12](=O)[CH2:13][C:14]([O:16]CC)=O)=[CH:9][CH:10]=2)[CH:5]=[N:4]1)[CH3:2].CC1C=CC(S(O)(=O)=O)=CC=1.[NH2:31][C:32]1[NH:36][N:35]=[CH:34][C:33]=1[C:37]#[N:38], predict the reaction product. The product is: [CH2:1]([N:3]1[C:11]2[C:6](=[CH:7][C:8]([C:12]3[NH:31][C:32]4[N:36]([N:35]=[CH:34][C:33]=4[C:37]#[N:38])[C:14](=[O:16])[CH:13]=3)=[CH:9][CH:10]=2)[CH:5]=[N:4]1)[CH3:2]. (4) Given the reactants [C:1]([C:3]1[S:7][C:6](B(O)O)=[CH:5][CH:4]=1)#[N:2].[Cl:11][C:12]1[N:17]=[C:16](Cl)[CH:15]=[CH:14][N:13]=1.C([O-])([O-])=O.[Na+].[Na+].O1CCOCC1, predict the reaction product. The product is: [Cl:11][C:12]1[N:17]=[C:16]([C:6]2[S:7][C:3]([C:1]#[N:2])=[CH:4][CH:5]=2)[CH:15]=[CH:14][N:13]=1. (5) Given the reactants [C:1]([C:5]1[S:6][C:7]([CH:10]=[O:11])=[CH:8][N:9]=1)([CH3:4])([CH3:3])[CH3:2].C1(C=CC=C(O)C=1)[OH:13].Cl([O-])=O.[Na+], predict the reaction product. The product is: [C:1]([C:5]1[S:6][C:7]([C:10]([OH:13])=[O:11])=[CH:8][N:9]=1)([CH3:4])([CH3:2])[CH3:3]. (6) The product is: [CH2:16]([C:14]1[NH:8][C:9]2[C:10]([CH:11]=1)=[CH:12][C:24]([O:25][CH3:26])=[CH:23][CH:22]=2)[CH:3]([CH3:1])[CH3:4]. Given the reactants [CH:1]([Li])([CH2:3][CH3:4])C.CO[N:8]([CH3:14])[C:9](=O)[CH:10]([CH3:12])[CH3:11].F[C:16](F)(F)C(O)=O.[CH2:22]1[CH2:26][O:25][CH2:24][CH2:23]1, predict the reaction product. (7) Given the reactants [C:1]([O:5][C:6](=[O:15])[NH:7][C:8]1[CH:13]=[CH:12]C(O)=C[CH:9]=1)([CH3:4])([CH3:3])[CH3:2].[Cl:16][C:17]1[CH:33]=[CH:32][CH:31]=[C:30]([Cl:34])[C:18]=1[C:19](C(N1CCC(O)CC1)=O)=[O:20].C1(P([C:48]2[CH:53]=CC=CC=2)C2C=CC=CC=2)C=CC=CC=1.[N:54]([C:61](OCC)=O)=NC(OCC)=O.[CH2:66]1[CH2:70][O:69][CH2:68][CH2:67]1, predict the reaction product. The product is: [C:1]([O:5][C:6](=[O:15])[NH:7][C:8]1[CH:9]=[CH:66][C:70]([O:69][CH:68]2[CH2:67][CH2:61][N:54]([C:19](=[O:20])[C:18]3[C:30]([Cl:34])=[CH:31][CH:32]=[CH:33][C:17]=3[Cl:16])[CH2:53][CH2:48]2)=[CH:12][CH:13]=1)([CH3:2])([CH3:3])[CH3:4]. (8) Given the reactants [F:1][C:2]1[C:24]([O:25]C)=[CH:23][C:5]2[NH:6][C:7]([C:9]3[C:21]4[C:20]5[C:15](=[CH:16][CH:17]=[CH:18][CH:19]=5)[C:14](=[O:22])[C:13]=4[CH:12]=[CH:11][CH:10]=3)=[N:8][C:4]=2[CH:3]=1.B(Br)(Br)Br.O, predict the reaction product. The product is: [F:1][C:2]1[C:24]([OH:25])=[CH:23][C:5]2[NH:6][C:7]([C:9]3[C:21]4[C:20]5[C:15](=[CH:16][CH:17]=[CH:18][CH:19]=5)[C:14](=[O:22])[C:13]=4[CH:12]=[CH:11][CH:10]=3)=[N:8][C:4]=2[CH:3]=1. (9) Given the reactants [C:1]([C:5]1[CH:10]=[C:9]([O:11][CH3:12])[CH:8]=[CH:7][C:6]=1[OH:13])([CH3:4])([CH3:3])[CH3:2].[3H][3H], predict the reaction product. The product is: [C:1]([CH:5]1[CH2:10][CH:9]([O:11][CH3:12])[CH2:8][CH2:7][CH:6]1[OH:13])([CH3:4])([CH3:2])[CH3:3].